This data is from Full USPTO retrosynthesis dataset with 1.9M reactions from patents (1976-2016). The task is: Predict the reactants needed to synthesize the given product. (1) Given the product [CH3:1][C:2]1[C:6]2[CH:7]=[C:8]([OH:11])[CH:9]=[CH:10][C:5]=2[O:4][CH:3]=1, predict the reactants needed to synthesize it. The reactants are: [CH3:1][CH:2]1[C:6]2[CH:7]=[C:8]([OH:11])[CH:9]=[CH:10][C:5]=2[O:4][CH:3]1N1CCOCC1.Cl. (2) Given the product [Cl:1][C:2]1[CH:3]=[CH:4][C:5]2[N:11]3[CH:12]=[CH:13][CH:14]=[C:10]3[CH:9]([CH2:15][C:16]([N:18]3[CH2:23][CH2:22][CH:21]([CH2:24][C:25]([OH:27])=[O:26])[CH2:20][CH2:19]3)=[O:17])[O:8][CH:7]([C:30]3[CH:35]=[CH:34][CH:33]=[C:32]([O:36][CH3:37])[C:31]=3[O:38][CH3:39])[C:6]=2[CH:40]=1, predict the reactants needed to synthesize it. The reactants are: [Cl:1][C:2]1[CH:3]=[CH:4][C:5]2[N:11]3[CH:12]=[CH:13][CH:14]=[C:10]3[CH:9]([CH2:15][C:16]([N:18]3[CH2:23][CH2:22][CH:21]([CH2:24][C:25]([O:27]CC)=[O:26])[CH2:20][CH2:19]3)=[O:17])[O:8][CH:7]([C:30]3[CH:35]=[CH:34][CH:33]=[C:32]([O:36][CH3:37])[C:31]=3[O:38][CH3:39])[C:6]=2[CH:40]=1.C(=O)([O-])[O-].[K+].[K+].C(O)(=O)C. (3) The reactants are: [O-]CC.[Na+].[CH2:5]([O:7][C:8](=[O:19])[CH2:9][CH2:10][NH:11][CH2:12][C:13]1[CH:18]=[CH:17][CH:16]=[CH:15][CH:14]=1)[CH3:6].[C:20](OCC)(=[O:26])[C:21](OCC)=[O:22]. Given the product [CH2:12]([N:11]1[C:21](=[O:22])[C:20](=[O:26])[CH:9]([C:8]([O:7][CH2:5][CH3:6])=[O:19])[CH2:10]1)[C:13]1[CH:18]=[CH:17][CH:16]=[CH:15][CH:14]=1, predict the reactants needed to synthesize it. (4) Given the product [CH3:28][S:29]([O:1][CH2:2][C:3]1([OH:27])[CH2:4][CH2:5][N:6]([C:9]2[CH:14]=[CH:13][C:12]([N:15]3[CH2:19][C@H:18]([CH2:20][NH:21][C:22](=[O:24])[CH3:23])[O:17][C:16]3=[O:25])=[CH:11][C:10]=2[F:26])[CH2:7][CH2:8]1)(=[O:31])=[O:30], predict the reactants needed to synthesize it. The reactants are: [OH:1][CH2:2][C:3]1([OH:27])[CH2:8][CH2:7][N:6]([C:9]2[CH:14]=[CH:13][C:12]([N:15]3[CH2:19][C@H:18]([CH2:20][NH:21][C:22](=[O:24])[CH3:23])[O:17][C:16]3=[O:25])=[CH:11][C:10]=2[F:26])[CH2:5][CH2:4]1.[CH3:28][S:29](Cl)(=[O:31])=[O:30].C(N(CC)CC)C. (5) Given the product [F:10][C:9]([F:12])([F:11])[C:6]1([C:2]2[CH:3]=[C:4]([NH2:5])[O:13][N:23]=2)[CH2:8][CH2:7]1, predict the reactants needed to synthesize it. The reactants are: O=[C:2]([C:6]1([C:9]([F:12])([F:11])[F:10])[CH2:8][CH2:7]1)[CH2:3][C:4]#[N:5].[OH-:13].[Na+].C(O)C.S(O)(O)(=O)=O.[NH2:23]O.